From a dataset of Full USPTO retrosynthesis dataset with 1.9M reactions from patents (1976-2016). Predict the reactants needed to synthesize the given product. (1) Given the product [F:38][C:2]([F:1])([F:37])[C:3]1[CH:4]=[C:5]([C@H:13]2[O:17][C:16](=[O:18])[N:15]([CH2:19][C:20]3[CH:25]=[C:24]([O:26][C:27]([F:28])([F:29])[F:30])[CH:23]=[CH:22][C:21]=3[N:31]([CH2:32][CH:33]([CH3:34])[CH3:35])[C:40](=[O:41])[O:42][CH3:43])[C@H:14]2[CH3:36])[CH:6]=[C:7]([C:9]([F:11])([F:10])[F:12])[CH:8]=1, predict the reactants needed to synthesize it. The reactants are: [F:1][C:2]([F:38])([F:37])[C:3]1[CH:4]=[C:5]([C@H:13]2[O:17][C:16](=[O:18])[N:15]([CH2:19][C:20]3[CH:25]=[C:24]([O:26][C:27]([F:30])([F:29])[F:28])[CH:23]=[CH:22][C:21]=3[NH:31][CH2:32][CH:33]([CH3:35])[CH3:34])[C@H:14]2[CH3:36])[CH:6]=[C:7]([C:9]([F:12])([F:11])[F:10])[CH:8]=1.Cl[C:40]([O:42][CH3:43])=[O:41].C(N(C(C)C)C(C)C)C. (2) Given the product [NH2:34][C:29]1[N:30]=[CH:31][C:32]([C:9]2[CH:10]=[N:11][N:12]([CH:14]3[CH2:15][CH2:16][N:17]([C:20](=[O:22])[CH3:21])[CH2:18][CH2:19]3)[CH:13]=2)=[C:27]2[CH:26]=[C:25]([Cl:24])[O:35][C:28]=12, predict the reactants needed to synthesize it. The reactants are: CC1(C)C(C)(C)OB([C:9]2[CH:10]=[N:11][N:12]([CH:14]3[CH2:19][CH2:18][N:17]([C:20](=[O:22])[CH3:21])[CH2:16][CH2:15]3)[CH:13]=2)O1.[Cl:24][C:25]1[O:35][C:28]2=[C:29]([NH2:34])[N:30]=[CH:31][C:32](I)=[C:27]2[CH:26]=1.C(=O)([O-])[O-].[K+].[K+].